This data is from Catalyst prediction with 721,799 reactions and 888 catalyst types from USPTO. The task is: Predict which catalyst facilitates the given reaction. (1) Reactant: [Br:1][C:2]1[CH:3]=[C:4]2[C:8](=[CH:9][CH:10]=1)[C:7](=[O:11])[N:6]([CH3:12])[C:5]2([C:14]1[CH:19]=[C:18]([O:20][CH3:21])[CH:17]=[C:16]([F:22])[CH:15]=1)O.C([SiH](CC)CC)C.B(F)(F)F.CCOCC. Product: [Br:1][C:2]1[CH:3]=[C:4]2[C:8](=[CH:9][CH:10]=1)[C:7](=[O:11])[N:6]([CH3:12])[CH:5]2[C:14]1[CH:19]=[C:18]([O:20][CH3:21])[CH:17]=[C:16]([F:22])[CH:15]=1. The catalyst class is: 344. (2) Reactant: CN(C(ON1N=NC2C=CC=CC1=2)=[N+](C)C)C.[B-](F)(F)(F)F.[F:23][C:24]1[CH:25]=[CH:26][C:27]([O:30][CH2:31][CH2:32][C@@H:33]2[CH2:39][C@H:38]3[C@H:36]([CH2:37]3)[CH2:35][NH:34]2)=[N:28][CH:29]=1.[CH3:40][C:41]1[N:46]=[C:45]([C:47](O)=[O:48])[C:44]([N:50]2[CH:54]=[CH:53][CH:52]=[N:51]2)=[CH:43][CH:42]=1.CCN(C(C)C)C(C)C. Product: [F:23][C:24]1[CH:25]=[CH:26][C:27]([O:30][CH2:31][CH2:32][C@@H:33]2[CH2:39][C@H:38]3[C@H:36]([CH2:37]3)[CH2:35][N:34]2[C:47]([C:45]2[C:44]([N:50]3[CH:54]=[CH:53][CH:52]=[N:51]3)=[CH:43][CH:42]=[C:41]([CH3:40])[N:46]=2)=[O:48])=[N:28][CH:29]=1. The catalyst class is: 2. (3) Reactant: Br[CH:2]([CH2:6][CH2:7][CH2:8][CH3:9])[C:3]([OH:5])=[O:4].[CH2:10]1[O:18][C:17]2[CH:16]=[CH:15][C:14]([OH:19])=[CH:13][C:12]=2[O:11]1.[NH2:20][C:21]1[S:22][CH:23]=[CH:24][N:25]=1. Product: [CH2:10]1[O:18][C:17]2[CH:16]=[CH:15][C:14]([O:19][CH:2]([CH2:6][CH2:7][CH2:8][CH3:9])[C:3]([OH:5])=[O:4])=[CH:13][C:12]=2[O:11]1.[O:18]1[C:17]2[CH:16]=[CH:15][C:14]([O:19][CH:2]([CH2:6][CH2:7][CH2:8][CH3:9])[C:3]([NH:20][C:21]3[S:22][CH:23]=[CH:24][N:25]=3)=[O:5])=[CH:13][C:12]=2[O:11][CH2:10]1. The catalyst class is: 1. (4) Reactant: [Cl:1][C:2]1[CH:7]=[CH:6][C:5]([C:8]2[N:9]([C:27]3[CH:32]=[CH:31][C:30]([S:33]([CH3:36])(=[O:35])=[O:34])=[CH:29][CH:28]=3)[CH2:10][C:11](O)([CH2:13][O:14][CH2:15][C:16]3[CH:25]=[CH:24][C:23]4[C:18](=[CH:19][CH:20]=[CH:21][CH:22]=4)[N:17]=3)[N:12]=2)=[CH:4][CH:3]=1.O.C1(C)C=CC(S(O)(=O)=O)=CC=1. Product: [Cl:1][C:2]1[CH:3]=[CH:4][C:5]([C:8]2[N:9]([C:27]3[CH:28]=[CH:29][C:30]([S:33]([CH3:36])(=[O:35])=[O:34])=[CH:31][CH:32]=3)[CH:10]=[C:11]([CH2:13][O:14][CH2:15][C:16]3[CH:25]=[CH:24][C:23]4[C:18](=[CH:19][CH:20]=[CH:21][CH:22]=4)[N:17]=3)[N:12]=2)=[CH:6][CH:7]=1. The catalyst class is: 11. (5) Reactant: Cl[CH2:2][C:3]([N:5]1[CH2:9][C:8](=[O:10])[N:7]([C:11]2[CH:16]=[CH:15][CH:14]=[C:13]([Cl:17])[C:12]=2[CH3:18])[CH2:6]1)=[O:4].[NH:19]1[C:23]2=[N:24][CH:25]=[CH:26][CH:27]=[C:22]2[CH:21]=[N:20]1.C(=O)([O-])[O-].[Cs+].[Cs+]. Product: [Cl:17][C:13]1[C:12]([CH3:18])=[C:11]([N:7]2[C:8](=[O:10])[CH2:9][N:5]([C:3](=[O:4])[CH2:2][N:19]3[C:23]4=[N:24][CH:25]=[CH:26][CH:27]=[C:22]4[CH:21]=[N:20]3)[CH2:6]2)[CH:16]=[CH:15][CH:14]=1. The catalyst class is: 39. (6) Reactant: S(O[CH2:6][CH2:7][C@@H:8]1[O:12][C:11]([CH3:14])([CH3:13])[O:10][C:9]1=[O:15])(C)(=O)=O.[C:16]1(=[O:22])[NH:20][C:19](=[O:21])[CH2:18][CH2:17]1.[K].[I-].[Na+]. Product: [CH3:13][C:11]1([CH3:14])[O:12][C@@H:8]([CH2:7][CH2:6][N:20]2[C:16](=[O:22])[CH2:17][CH2:18][C:19]2=[O:21])[C:9](=[O:15])[O:10]1. The catalyst class is: 9.